This data is from Reaction yield outcomes from USPTO patents with 853,638 reactions. The task is: Predict the reaction yield, written as a fraction of the theoretical maximum amount of product (1.0 means a 100% yield; for example, 0.34 means a 34% yield). (1) The reactants are [Si:1](Cl)([C:4]([CH3:7])([CH3:6])[CH3:5])([CH3:3])[CH3:2].[CH2:9]([NH:16][CH2:17][CH2:18][OH:19])[C:10]1[CH:15]=[CH:14][CH:13]=[CH:12][CH:11]=1.C(N(C(C)C)CC)(C)C.C(OCC)C. The catalyst is ClCCl.O. The product is [CH2:9]([NH:16][CH2:17][CH2:18][O:19][Si:1]([C:4]([CH3:7])([CH3:6])[CH3:5])([CH3:3])[CH3:2])[C:10]1[CH:15]=[CH:14][CH:13]=[CH:12][CH:11]=1. The yield is 0.670. (2) The reactants are [NH2:1][C:2]1[N:10]=[C:9]([O:11][CH2:12][CH2:13][O:14][CH3:15])[N:8]=[C:7]2[C:3]=1[N:4]=[CH:5][N:6]2[CH2:16][C:17]1[CH:18]=[C:19]([CH:24]=[CH:25][CH:26]=1)[C:20]([O:22][CH3:23])=[O:21].C([O-])(=O)C.[Na+].[Br:32]Br. The catalyst is C(O)(=O)C. The product is [NH2:1][C:2]1[N:10]=[C:9]([O:11][CH2:12][CH2:13][O:14][CH3:15])[N:8]=[C:7]2[C:3]=1[N:4]=[C:5]([Br:32])[N:6]2[CH2:16][C:17]1[CH:18]=[C:19]([CH:24]=[CH:25][CH:26]=1)[C:20]([O:22][CH3:23])=[O:21]. The yield is 0.670.